From a dataset of Peptide-MHC class II binding affinity with 134,281 pairs from IEDB. Regression. Given a peptide amino acid sequence and an MHC pseudo amino acid sequence, predict their binding affinity value. This is MHC class II binding data. (1) The peptide sequence is EKIEENGSMRVFVDVI. The MHC is DRB1_0901 with pseudo-sequence DRB1_0901. The binding affinity (normalized) is 0.439. (2) The peptide sequence is VLIWVGINTRNMTMSK. The MHC is HLA-DQA10201-DQB10402 with pseudo-sequence HLA-DQA10201-DQB10402. The binding affinity (normalized) is 0.576. (3) The peptide sequence is MRNVFDDVVPADFKV. The MHC is HLA-DQA10501-DQB10301 with pseudo-sequence HLA-DQA10501-DQB10301. The binding affinity (normalized) is 0.0831.